Predict the reactants needed to synthesize the given product. From a dataset of Full USPTO retrosynthesis dataset with 1.9M reactions from patents (1976-2016). (1) Given the product [NH2:28][C:27]1[CH:29]=[C:30]([C:2]2[CH:7]=[C:6]([NH:8][C:9]3[C:10](=[O:23])[C:11](=[O:22])[C:12]=3[NH:13][C@@H:14]([C:16]3[CH:21]=[CH:20][CH:19]=[CH:18][CH:17]=3)[CH3:15])[CH:5]=[CH:4][N:3]=2)[CH:31]=[CH:32][C:26]=1[O:25][CH3:24], predict the reactants needed to synthesize it. The reactants are: Cl[C:2]1[CH:7]=[C:6]([NH:8][C:9]2[C:10](=[O:23])[C:11](=[O:22])[C:12]=2[NH:13][C@@H:14]([C:16]2[CH:21]=[CH:20][CH:19]=[CH:18][CH:17]=2)[CH3:15])[CH:5]=[CH:4][N:3]=1.[CH3:24][O:25][C:26]1[CH:32]=[CH:31][C:30](B2OC(C)(C)C(C)(C)O2)=[CH:29][C:27]=1[NH2:28].C(=O)([O-])[O-].[Cs+].[Cs+]. (2) The reactants are: [Br:1][CH2:2][CH2:3][O:4][C:5]1[C:9]([CH3:10])=[CH:8][S:7][CH:6]=1.C[N:12]1[CH:16]=[CH:15][N:14]=[CH:13]1. Given the product [Br:1][CH2:2][CH2:3][O:4][C:5]1[C:9]([CH3:10])=[CH:8][S:7][CH:6]=1.[NH+:12]1[CH:16]=[CH:15][NH:14][CH:13]=1, predict the reactants needed to synthesize it.